Dataset: Full USPTO retrosynthesis dataset with 1.9M reactions from patents (1976-2016). Task: Predict the reactants needed to synthesize the given product. (1) The reactants are: [Br:1][C:2]1[C:7](=[O:8])[C:6]2[CH:9]=[CH:10][CH:11]=[CH:12][C:5]=2[O:4][C:3]=1[C:13]1[CH:18]=[CH:17][CH:16]=[CH:15][CH:14]=1.[NH2:19]C1C=CC2C(=O)C=C(C3C=CC=CC=3)OC=2C=1. Given the product [NH2:19][C:11]1[CH:10]=[CH:9][C:6]2[C:7](=[O:8])[C:2]([Br:1])=[C:3]([C:13]3[CH:14]=[CH:15][CH:16]=[CH:17][CH:18]=3)[O:4][C:5]=2[CH:12]=1, predict the reactants needed to synthesize it. (2) Given the product [CH3:17][O:18][N:19]=[C:10]([CH2:9][CH2:8][CH2:7][O:6][C:5]1[CH:13]=[C:14]([CH3:15])[C:2]([Br:1])=[C:3]([CH3:16])[CH:4]=1)[CH3:11], predict the reactants needed to synthesize it. The reactants are: [Br:1][C:2]1[C:14]([CH3:15])=[CH:13][C:5]([O:6][CH2:7][CH2:8][CH2:9][C:10](=O)[CH3:11])=[CH:4][C:3]=1[CH3:16].[CH3:17][O:18][NH2:19].O.